Dataset: Full USPTO retrosynthesis dataset with 1.9M reactions from patents (1976-2016). Task: Predict the reactants needed to synthesize the given product. Given the product [F:1][C:2]1[CH:7]=[CH:6][C:5]([F:8])=[CH:4][C:3]=1[C@@H:9]1[N:13]([C:14]2[CH:19]=[CH:18][N:17]3[N:20]=[CH:21][C:22]([C:23]([OH:25])=[O:24])=[C:16]3[N:15]=2)[C:12]([CH3:29])([CH3:28])[CH2:11][CH2:10]1, predict the reactants needed to synthesize it. The reactants are: [F:1][C:2]1[CH:7]=[CH:6][C:5]([F:8])=[CH:4][C:3]=1[C@@H:9]1[N:13]([C:14]2[CH:19]=[CH:18][N:17]3[N:20]=[CH:21][C:22]([C:23]([O:25]CC)=[O:24])=[C:16]3[N:15]=2)[C:12]([CH3:29])([CH3:28])[CH2:11][CH2:10]1.[OH-].[Na+].Cl.